From a dataset of Full USPTO retrosynthesis dataset with 1.9M reactions from patents (1976-2016). Predict the reactants needed to synthesize the given product. (1) Given the product [Br:1][C:2]1[C:3]([NH:11][CH3:10])=[N:4][C:5]([Cl:8])=[N:6][CH:7]=1, predict the reactants needed to synthesize it. The reactants are: [Br:1][C:2]1[C:3](Cl)=[N:4][C:5]([Cl:8])=[N:6][CH:7]=1.[CH3:10][NH2:11]. (2) The reactants are: [CH:1]1([SH:6])[CH2:5][CH2:4][CH2:3][CH2:2]1.Cl[C:8]1[N:22]=[C:21]([Cl:23])[CH:20]=[CH:19][C:9]=1[C:10]([NH:12][CH:13]1[CH2:18][CH2:17][CH2:16][CH2:15][CH2:14]1)=[O:11].C(=O)([O-])[O-].[Na+].[Na+]. Given the product [Cl:23][C:21]1[CH:20]=[CH:19][C:9]([C:10]([NH:12][CH:13]2[CH2:18][CH2:17][CH2:16][CH2:15][CH2:14]2)=[O:11])=[C:8]([S:6][CH:1]2[CH2:5][CH2:4][CH2:3][CH2:2]2)[N:22]=1, predict the reactants needed to synthesize it. (3) The reactants are: [F:1][C:2]1[CH:9]=[CH:8][C:7]([CH2:10][O:11][CH:12]2[CH2:17][CH2:16][CH2:15][CH2:14][O:13]2)=[CH:6][C:3]=1[CH:4]=[O:5].[BH4-].[Na+]. Given the product [F:1][C:2]1[CH:9]=[CH:8][C:7]([CH2:10][O:11][CH:12]2[CH2:17][CH2:16][CH2:15][CH2:14][O:13]2)=[CH:6][C:3]=1[CH2:4][OH:5], predict the reactants needed to synthesize it. (4) Given the product [CH3:29][Si:28]([CH3:31])([CH3:30])[CH2:27][CH2:26][O:25][CH2:24][N:23]1[C:22]2[CH:32]=[CH:33][CH:34]=[CH:35][C:21]=2[N:20]=[C:19]1[O:1][C:2]1[CH:3]=[CH:4][C:5]([N:8]2[C:12]3=[N:13][CH:14]=[CH:15][CH:16]=[C:11]3[NH:10][C:9]2=[O:17])=[CH:6][CH:7]=1, predict the reactants needed to synthesize it. The reactants are: [OH:1][C:2]1[CH:7]=[CH:6][C:5]([N:8]2[C:12]3=[N:13][CH:14]=[CH:15][CH:16]=[C:11]3[NH:10][C:9]2=[O:17])=[CH:4][CH:3]=1.Cl[C:19]1[N:23]([CH2:24][O:25][CH2:26][CH2:27][Si:28]([CH3:31])([CH3:30])[CH3:29])[C:22]2[CH:32]=[CH:33][CH:34]=[CH:35][C:21]=2[N:20]=1.C(=O)([O-])[O-].[Cs+].[Cs+]. (5) Given the product [ClH:6].[CH3:9][N:8]([CH2:10][CH:11]1[CH:17]2[CH2:18][CH:14]([CH2:15][CH2:16]2)[CH:13]=[C:12]1[C:19]1[CH:20]=[C:21]([O:25][C:26](=[O:31])[C:27]([CH3:29])([CH3:28])[CH3:30])[CH:22]=[CH:23][CH:24]=1)[CH3:7], predict the reactants needed to synthesize it. The reactants are: O.C[Si]([Cl:6])(C)C.[CH3:7][N:8]([CH2:10][CH:11]1[CH:17]2[CH2:18][CH:14]([CH2:15][CH2:16]2)[CH:13]=[C:12]1[C:19]1[CH:20]=[C:21]([O:25][C:26](=[O:31])[C:27]([CH3:30])([CH3:29])[CH3:28])[CH:22]=[CH:23][CH:24]=1)[CH3:9]. (6) Given the product [CH2:35]([O:37][C:38](=[O:45])[CH2:39][CH2:40][CH2:41][CH2:42][CH2:43][O:27][C:24]1[CH:25]=[CH:26][C:21]([C:3]([CH2:4][CH3:5])([C:6]2[CH:11]=[CH:10][C:9]([C:12]#[C:13][C:14]3([OH:19])[CH2:18][CH2:17][CH2:16][CH2:15]3)=[C:8]([CH3:20])[CH:7]=2)[CH2:1][CH3:2])=[CH:22][C:23]=1[CH3:28])[CH3:36], predict the reactants needed to synthesize it. The reactants are: [CH2:1]([C:3]([C:21]1[CH:26]=[CH:25][C:24]([OH:27])=[C:23]([CH3:28])[CH:22]=1)([C:6]1[CH:11]=[CH:10][C:9]([C:12]#[C:13][C:14]2([OH:19])[CH2:18][CH2:17][CH2:16][CH2:15]2)=[C:8]([CH3:20])[CH:7]=1)[CH2:4][CH3:5])[CH3:2].C([O-])([O-])=O.[K+].[K+].[CH2:35]([O:37][C:38](=[O:45])[CH2:39][CH2:40][CH2:41][CH2:42][CH2:43]Br)[CH3:36].O. (7) Given the product [CH:1]1([NH:4][C:5](=[O:47])[NH:6][C:7]2[CH:45]=[CH:44][C:10]([O:11][C:12]3[CH:17]=[CH:16][N:15]=[C:14]4[CH:18]=[C:19]([C:21]5[N:26]=[CH:25][C:24]([CH2:27][N:28]6[CH2:29][CH2:30][CH:31]([NH:34][C:35]([N:52]7[CH2:53][CH2:54][N:49]([CH3:48])[CH2:50][CH2:51]7)=[O:36])[CH2:32][CH2:33]6)=[CH:23][CH:22]=5)[S:20][C:13]=34)=[C:9]([F:46])[CH:8]=2)[CH2:3][CH2:2]1, predict the reactants needed to synthesize it. The reactants are: [CH:1]1([NH:4][C:5](=[O:47])[NH:6][C:7]2[CH:45]=[CH:44][C:10]([O:11][C:12]3[CH:17]=[CH:16][N:15]=[C:14]4[CH:18]=[C:19]([C:21]5[N:26]=[CH:25][C:24]([CH2:27][N:28]6[CH2:33][CH2:32][CH:31]([NH:34][C:35](=O)[O:36]C7C=CC=CC=7)[CH2:30][CH2:29]6)=[CH:23][CH:22]=5)[S:20][C:13]=34)=[C:9]([F:46])[CH:8]=2)[CH2:3][CH2:2]1.[CH3:48][N:49]1[CH2:54][CH2:53][NH:52][CH2:51][CH2:50]1.C([O-])(O)=O.[Na+]. (8) Given the product [ClH:37].[N:23]12[CH2:24][CH2:25][CH:26]([CH2:27][CH2:28]1)[C@@H:21]([NH:20][C:18]([C:15]1[S:16][C:17]3[C:9]([C:5]4[CH:6]=[CH:7][CH:8]=[C:3]([NH:2][C:35]([CH:29]5[CH2:34][CH2:33][CH2:32][CH2:31][CH2:30]5)=[O:36])[CH:4]=4)=[CH:10][CH:11]=[CH:12][C:13]=3[CH:14]=1)=[O:19])[CH2:22]2, predict the reactants needed to synthesize it. The reactants are: Cl.[NH2:2][C:3]1[CH:4]=[C:5]([C:9]2[C:17]3[S:16][C:15]([C:18]([NH:20][C@@H:21]4[CH:26]5[CH2:27][CH2:28][N:23]([CH2:24][CH2:25]5)[CH2:22]4)=[O:19])=[CH:14][C:13]=3[CH:12]=[CH:11][CH:10]=2)[CH:6]=[CH:7][CH:8]=1.[CH:29]1([C:35]([Cl:37])=[O:36])[CH2:34][CH2:33][CH2:32][CH2:31][CH2:30]1. (9) Given the product [F:57][C:42]([F:41])([S:53]([O:23][C:18]1[CH:17]=[CH:16][C:15]2[C:20](=[CH:21][CH:22]=[C:13]([C:9]3[CH:8]=[C:7]([N:24]4[CH:29]=[CH:28][C:27](=[O:30])[NH:26][C:25]4=[O:31])[CH:6]=[C:5]([C:1]([CH3:4])([CH3:2])[CH3:3])[C:10]=3[O:11][CH3:12])[CH:14]=2)[CH:19]=1)(=[O:55])=[O:54])[C:43]([F:51])([F:52])[C:44]([F:50])([F:49])[C:45]([F:48])([F:47])[F:46], predict the reactants needed to synthesize it. The reactants are: [C:1]([C:5]1[CH:6]=[C:7]([N:24]2[CH:29]=[CH:28][C:27](=[O:30])[NH:26][C:25]2=[O:31])[CH:8]=[C:9]([C:13]2[CH:22]=[CH:21][C:20]3[C:15](=[CH:16][CH:17]=[C:18]([OH:23])[CH:19]=3)[CH:14]=2)[C:10]=1[O:11][CH3:12])([CH3:4])([CH3:3])[CH3:2].C(=O)([O-])[O-].[K+].[K+].C(#N)C.[F:41][C:42]([F:57])([S:53](F)(=[O:55])=[O:54])[C:43]([F:52])([F:51])[C:44]([F:50])([F:49])[C:45]([F:48])([F:47])[F:46].